Dataset: Full USPTO retrosynthesis dataset with 1.9M reactions from patents (1976-2016). Task: Predict the reactants needed to synthesize the given product. Given the product [Cl:1][C:2]1[C:7]([CH:21]([C:20]2[CH:23]=[C:24]([O:29][CH3:30])[C:25]([O:27][CH3:28])=[CH:26][C:19]=2[CH:16]([CH3:18])[CH3:17])[OH:22])=[CH:6][N:5]=[C:4]([S:9][CH3:10])[N:3]=1, predict the reactants needed to synthesize it. The reactants are: [Cl:1][C:2]1[C:7](I)=[CH:6][N:5]=[C:4]([S:9][CH3:10])[N:3]=1.C([Mg]Br)(C)C.[CH:16]([C:19]1[CH:26]=[C:25]([O:27][CH3:28])[C:24]([O:29][CH3:30])=[CH:23][C:20]=1[CH:21]=[O:22])([CH3:18])[CH3:17].